This data is from Full USPTO retrosynthesis dataset with 1.9M reactions from patents (1976-2016). The task is: Predict the reactants needed to synthesize the given product. (1) Given the product [Br:1][C:2]1[CH:7]=[C:6]2[N:8]([C:17]3[C:22]([Cl:23])=[CH:21][N:20]=[C:19]([NH2:24])[N:18]=3)[CH2:9][C:10]3([CH2:15][CH2:14][O:13][CH2:12][CH2:11]3)[C:5]2=[CH:4][CH:3]=1, predict the reactants needed to synthesize it. The reactants are: [Br:1][C:2]1[CH:7]=[C:6]2[NH:8][CH2:9][C:10]3([CH2:15][CH2:14][O:13][CH2:12][CH2:11]3)[C:5]2=[CH:4][CH:3]=1.Cl[C:17]1[C:22]([Cl:23])=[CH:21][N:20]=[C:19]([NH2:24])[N:18]=1.[OH-].[Na+]. (2) The reactants are: CO[C:3]([C:5]1[N:6]([CH3:24])[N:7]=[C:8]([O:10][CH2:11][C:12]2[C:13]([C:18]3[CH:23]=[CH:22][CH:21]=[CH:20][N:19]=3)=[N:14][O:15][C:16]=2[CH3:17])[CH:9]=1)=[O:4].C[O:26][C:27]([C:29]1[NH:30]N=C(OCC2C(C3C=CC=CC=3)=NOC=2C)[CH:33]=1)=O.N[C@H](CO)C. Given the product [OH:26][CH2:27][C@@H:29]([NH:30][C:3]([C:5]1[N:6]([CH3:24])[N:7]=[C:8]([O:10][CH2:11][C:12]2[C:13]([C:18]3[CH:23]=[CH:22][CH:21]=[CH:20][N:19]=3)=[N:14][O:15][C:16]=2[CH3:17])[CH:9]=1)=[O:4])[CH3:33], predict the reactants needed to synthesize it. (3) Given the product [OH:8][C:9]1[CH:10]=[CH:11][C:12]([N:15]([CH3:57])[C:16]([C:18]2[CH:22]=[C:21]([C:23]3[CH:24]=[C:25]4[C:30](=[CH:31][C:32]=3[C:33]([N:35]3[C@H:44]([CH3:45])[CH2:43][C:42]5[C:37](=[CH:38][CH:39]=[CH:40][CH:41]=5)[CH2:36]3)=[O:34])[CH2:29][N:28]([C:46](=[O:54])[CH2:47][N:48]3[CH2:49][CH2:50][CH2:51][CH2:52][CH2:53]3)[CH2:27][CH2:26]4)[N:20]([CH3:55])[C:19]=2[CH3:56])=[O:17])=[CH:13][CH:14]=1, predict the reactants needed to synthesize it. The reactants are: C([O:8][C:9]1[CH:14]=[CH:13][C:12]([N:15]([CH3:57])[C:16]([C:18]2[CH:22]=[C:21]([C:23]3[CH:24]=[C:25]4[C:30](=[CH:31][C:32]=3[C:33]([N:35]3[C@H:44]([CH3:45])[CH2:43][C:42]5[C:37](=[CH:38][CH:39]=[CH:40][CH:41]=5)[CH2:36]3)=[O:34])[CH2:29][N:28]([C:46](=[O:54])[CH2:47][N:48]3[CH2:53][CH2:52][CH2:51][CH2:50][CH2:49]3)[CH2:27][CH2:26]4)[N:20]([CH3:55])[C:19]=2[CH3:56])=[O:17])=[CH:11][CH:10]=1)C1C=CC=CC=1. (4) Given the product [NH2:28][C:26]1[CH:25]=[CH:24][C:21]2[C:22](=[O:23])/[C:18](=[CH:17]/[C:8]3[C:9]4[C:14](=[CH:13][CH:12]=[C:11]([O:15][CH3:16])[CH:10]=4)[N:6]([CH2:5][CH2:4][CH2:3][N:2]([CH3:36])[CH3:1])[CH:7]=3)/[O:19][C:20]=2[CH:27]=1, predict the reactants needed to synthesize it. The reactants are: [CH3:1][N:2]([CH3:36])[CH2:3][CH2:4][CH2:5][N:6]1[C:14]2[C:9](=[CH:10][C:11]([O:15][CH3:16])=[CH:12][CH:13]=2)[C:8](/[CH:17]=[C:18]2\[O:19][C:20]3[CH:27]=[C:26]([NH:28]C(=O)OC(C)(C)C)[CH:25]=[CH:24][C:21]=3[C:22]\2=[O:23])=[CH:7]1.Cl.O1CCOCC1.